This data is from Full USPTO retrosynthesis dataset with 1.9M reactions from patents (1976-2016). The task is: Predict the reactants needed to synthesize the given product. Given the product [C:22]([O:21][C:19]([NH:1][C:2]1[C:3]([CH3:10])=[N:4][C:5]([O:9][CH:33]([CH3:39])[C:34]([OH:36])=[O:35])=[N:6][C:7]=1[CH3:8])=[O:20])([CH3:23])([CH3:24])[CH3:25], predict the reactants needed to synthesize it. The reactants are: [NH2:1][C:2]1[C:3]([CH3:10])=[N:4][C:5]([OH:9])=[N:6][C:7]=1[CH3:8].[C:22]([O:21][C:19](O[C:19]([O:21][C:22]([CH3:25])([CH3:24])[CH3:23])=[O:20])=[O:20])([CH3:25])([CH3:24])[CH3:23].C(=O)([O-])[O-].[K+].[K+].Br[CH:33]([CH3:39])[C:34]([O:36]CC)=[O:35].